Dataset: Catalyst prediction with 721,799 reactions and 888 catalyst types from USPTO. Task: Predict which catalyst facilitates the given reaction. Reactant: [Cl:1][C:2]1[CH:3]=[C:4]2[C:8](=[CH:9][CH:10]=1)[NH:7][C:6](=[O:11])[CH2:5]2.[CH:12]([C:14]1[NH:15][C:16]([CH3:28])=[C:17]([S:24]([CH3:27])(=[O:26])=[O:25])[C:18]=1[CH2:19][CH2:20][C:21]([OH:23])=[O:22])=O.N1CCCCC1. Product: [Cl:1][C:2]1[CH:3]=[C:4]2[C:8](=[CH:9][CH:10]=1)[NH:7][C:6](=[O:11])/[C:5]/2=[CH:12]\[C:14]1[NH:15][C:16]([CH3:28])=[C:17]([S:24]([CH3:27])(=[O:26])=[O:25])[C:18]=1[CH2:19][CH2:20][C:21]([OH:23])=[O:22]. The catalyst class is: 8.